Dataset: Full USPTO retrosynthesis dataset with 1.9M reactions from patents (1976-2016). Task: Predict the reactants needed to synthesize the given product. (1) Given the product [CH2:24]([C:20]1[CH:21]=[C:1]([C:9]([OH:11])=[O:10])[O:2][N:19]=1)[CH3:23], predict the reactants needed to synthesize it. The reactants are: [CH2:1]([C:9]([O:11]C(C)(C)C)=[O:10])[O:2]CC[Si](C)(C)C.NC1N=[N:19][C:20]2[C:21]=1N=[CH:23][CH:24]=2.NC1N=NC2C=1N=CC=2.CN(C=O)C.CN(C(ON1N=NC2C=CC=NC1=2)=[N+](C)C)C.F[P-](F)(F)(F)(F)F.CN(C=O)C.Cl.CCN(C(C)C)C(C)C.C[C@H]1CN2CCC[C@H]2CN1C(Cl)=O. (2) Given the product [CH2:13]([C@@H:12]1[CH2:11][C@H:10]([NH:26][C:27](=[O:30])[O:28][CH3:29])[C:17]2[C:16](=[CH:21][CH:20]=[C:19]([C:22]([F:23])([F:24])[F:25])[CH:18]=2)[NH:15]1)[CH3:14], predict the reactants needed to synthesize it. The reactants are: N1([CH:10]([NH:26][C:27](=[O:30])[O:28][CH3:29])[CH2:11][C@H:12]([NH:15][C:16]2[CH:21]=[CH:20][C:19]([C:22]([F:25])([F:24])[F:23])=[CH:18][CH:17]=2)[CH2:13][CH3:14])C2C=CC=CC=2N=N1.O.C1(C)C=CC(S(O)(=O)=O)=CC=1.C(OCC)(=O)C.C(=O)(O)[O-].[Na+]. (3) The reactants are: [C:1]([O:5][C:6](=[O:12])[CH:7]([CH3:11])[C:8]([OH:10])=O)([CH3:4])([CH3:3])[CH3:2].[NH2:13][CH:14]1[C:20](=[O:21])[N:19]([CH3:22])[C:18]2[CH:23]=[CH:24][CH:25]=[CH:26][C:17]=2[C:16]2[CH:27]=[CH:28][CH:29]=[CH:30][C:15]1=2.OC1C2N=NNC=2C=CC=1.C(N(C(C)C)CC)(C)C.Cl.CN(C)CCCN=C=NCC. Given the product [C:1]([O:5][C:6](=[O:12])[CH:7]([CH3:11])[C:8]([NH:13][CH:14]1[C:20](=[O:21])[N:19]([CH3:22])[C:18]2[CH:23]=[CH:24][CH:25]=[CH:26][C:17]=2[C:16]2[CH:27]=[CH:28][CH:29]=[CH:30][C:15]1=2)=[O:10])([CH3:2])([CH3:3])[CH3:4], predict the reactants needed to synthesize it. (4) Given the product [CH3:38][N:31]1[C:32]2[C:33](=[N:34][CH:35]=[CH:36][CH:37]=2)[N:29]([C@H:27]2[CH2:28][C@H:25]([NH:24][C:13]3[N:12]([CH3:10])[C:15]4[CH:21]=[CH:20][CH:19]=[CH:18][C:16]=4[N:17]=3)[CH2:26]2)[C:30]1=[O:39], predict the reactants needed to synthesize it. The reactants are: C(OC(=O)N[C@H]1C[C@H:10]([NH:12][C:13]2S[C:15]3[CH:21]=[CH:20][CH:19]=[CH:18][C:16]=3[N:17]=2)C1)(C)(C)C.Cl.[NH2:24][C@H:25]1[CH2:28][C@H:27]([N:29]2[C:33]3=[N:34][CH:35]=[CH:36][CH:37]=[C:32]3[N:31]([CH3:38])[C:30]2=[O:39])[CH2:26]1.ClC1N(C)C2C=CC=CC=2N=1.C(N(C(C)C)CC)(C)C. (5) Given the product [CH2:16]([O:13][C:4]([CH3:3])([CH2:5][CH3:6])[CH2:7][CH2:8][CH:9]=[C:10]([CH3:12])[CH3:11])[CH:15]=[CH2:14], predict the reactants needed to synthesize it. The reactants are: [H-].[Na+].[CH3:3][C:4]([OH:13])([CH2:7][CH2:8][CH:9]=[C:10]([CH3:12])[CH3:11])[CH2:5][CH3:6].[CH2:14](Br)[CH:15]=[CH2:16]. (6) Given the product [CH3:13][CH:14]([O:11][C:5]1[CH:6]=[C:7]([N+:8]([O-:10])=[O:9])[C:2]([F:1])=[CH:3][C:4]=1[CH3:12])[CH3:15], predict the reactants needed to synthesize it. The reactants are: [F:1][C:2]1[C:7]([N+:8]([O-:10])=[O:9])=[CH:6][C:5]([OH:11])=[C:4]([CH3:12])[CH:3]=1.[CH3:13][CH:14](O)[CH3:15].C1(P(C2C=CC=CC=2)C2C=CC=CN=2)C=CC=CC=1.N(C(OC(C)(C)C)=O)=NC(OC(C)(C)C)=O.Cl. (7) Given the product [ClH:37].[ClH:37].[ClH:37].[NH2:29][CH2:28][C:25]1[CH2:24][CH2:23][NH:22][C:21]2[N:20]=[CH:19][N:18]=[C:17]([NH:16][C:4]3[CH:5]=[CH:6][C:7]([O:8][C:9]4[CH:10]=[N:11][C:12]([CH3:15])=[CH:13][CH:14]=4)=[C:2]([CH3:1])[CH:3]=3)[C:27]=2[CH:26]=1, predict the reactants needed to synthesize it. The reactants are: [CH3:1][C:2]1[CH:3]=[C:4]([NH:16][C:17]2[C:27]3[CH:26]=[C:25]([CH2:28][NH:29]C(=O)OC(C)(C)C)[CH2:24][CH2:23][NH:22][C:21]=3[N:20]=[CH:19][N:18]=2)[CH:5]=[CH:6][C:7]=1[O:8][C:9]1[CH:10]=[N:11][C:12]([CH3:15])=[CH:13][CH:14]=1.[ClH:37].